From a dataset of Peptide-MHC class I binding affinity with 185,985 pairs from IEDB/IMGT. Regression. Given a peptide amino acid sequence and an MHC pseudo amino acid sequence, predict their binding affinity value. This is MHC class I binding data. (1) The MHC is HLA-A26:01 with pseudo-sequence HLA-A26:01. The binding affinity (normalized) is 0.421. The peptide sequence is FNAPALQEAY. (2) The peptide sequence is EMREQHDAQV. The MHC is HLA-A02:06 with pseudo-sequence HLA-A02:06. The binding affinity (normalized) is 0. (3) The peptide sequence is EDFEIFYNL. The MHC is HLA-A30:01 with pseudo-sequence HLA-A30:01. The binding affinity (normalized) is 0.213. (4) The peptide sequence is LYNLLIRCL. The MHC is HLA-A24:02 with pseudo-sequence HLA-A24:02. The binding affinity (normalized) is 0.574. (5) The peptide sequence is VLLGSLGCK. The MHC is HLA-A03:01 with pseudo-sequence HLA-A03:01. The binding affinity (normalized) is 0.808. (6) The peptide sequence is MSNEGSYFF. The MHC is HLA-A03:01 with pseudo-sequence HLA-A03:01. The binding affinity (normalized) is 0.332. (7) The peptide sequence is DTDIFSPENK. The MHC is HLA-A68:01 with pseudo-sequence HLA-A68:01. The binding affinity (normalized) is 0.654. (8) The peptide sequence is DLNAVTTNNL. The MHC is HLA-A02:01 with pseudo-sequence HLA-A02:01. The binding affinity (normalized) is 0.318. (9) The peptide sequence is NHINVELDL. The MHC is HLA-B38:01 with pseudo-sequence HLA-B38:01. The binding affinity (normalized) is 0.361. (10) The peptide sequence is SFSYFYPFR. The MHC is HLA-A01:01 with pseudo-sequence HLA-A01:01. The binding affinity (normalized) is 0.0847.